This data is from Catalyst prediction with 721,799 reactions and 888 catalyst types from USPTO. The task is: Predict which catalyst facilitates the given reaction. (1) Reactant: [I:1][C:2]1[CH:3]=[CH:4][CH:5]=[C:6]2[C:11]=1[NH:10][C:9](=[S:12])[N:8]([CH2:13][CH2:14][O:15][CH3:16])[C:7]2=[O:17].[C:18]([O-])([O-])=O.[K+].[K+].CI. Product: [I:1][C:2]1[CH:3]=[CH:4][CH:5]=[C:6]2[C:11]=1[N:10]=[C:9]([S:12][CH3:18])[N:8]([CH2:13][CH2:14][O:15][CH3:16])[C:7]2=[O:17]. The catalyst class is: 1. (2) Reactant: [F:1][C:2]1[CH:7]=[CH:6][C:5]([C:8]2[C:16]3[C:11](=[CH:12][C:13]([C:17]([O:19][CH3:20])=[O:18])=[CH:14][CH:15]=3)[NH:10][CH:9]=2)=[CH:4][CH:3]=1.[H-].[Na+].[CH3:23]I. Product: [F:1][C:2]1[CH:3]=[CH:4][C:5]([C:8]2[C:16]3[C:11](=[CH:12][C:13]([C:17]([O:19][CH3:20])=[O:18])=[CH:14][CH:15]=3)[N:10]([CH3:23])[CH:9]=2)=[CH:6][CH:7]=1. The catalyst class is: 173. (3) Reactant: Cl[C:2]1[N:7]=[CH:6][N:5]=[C:4]([NH:8][C:9]2[CH:17]=[CH:16][C:12]([C:13]([OH:15])=[O:14])=[CH:11][CH:10]=2)[CH:3]=1.[CH3:18][NH:19][CH3:20].C(N(CC)CC)C. Product: [CH3:18][N:19]([CH3:20])[C:2]1[N:7]=[CH:6][N:5]=[C:4]([NH:8][C:9]2[CH:17]=[CH:16][C:12]([C:13]([OH:15])=[O:14])=[CH:11][CH:10]=2)[CH:3]=1. The catalyst class is: 12. (4) Reactant: Cl[C:2]1[N:11]=[CH:10][C:9]2[N:8]([CH2:12][C:13]([O:15][C:16]([CH3:19])([CH3:18])[CH3:17])=[O:14])[CH2:7][C@H:6]3[CH2:20][O:21][CH2:22][CH2:23][N:5]3[C:4]=2[N:3]=1.[NH:24]1[C:32]2[CH:31]=[CH:30][CH:29]=[C:28](B(O)O)[C:27]=2[CH:26]=[CH:25]1.C(=O)([O-])[O-].[Na+].[Na+]. Product: [NH:24]1[C:32]2[C:27](=[C:28]([C:2]3[N:11]=[CH:10][C:9]4[N:8]([CH2:12][C:13]([O:15][C:16]([CH3:19])([CH3:18])[CH3:17])=[O:14])[CH2:7][C@H:6]5[CH2:20][O:21][CH2:22][CH2:23][N:5]5[C:4]=4[N:3]=3)[CH:29]=[CH:30][CH:31]=2)[CH:26]=[CH:25]1. The catalyst class is: 667. (5) Reactant: [NH2:1][C:2]1[N:3]([CH3:21])[C:4](=[O:20])[C@:5]2([N:19]=1)[C:14]1[C:9](=[CH:10][CH:11]=[C:12](Br)[CH:13]=1)[CH2:8][C@@:7]([CH2:17][OH:18])([CH3:16])[CH2:6]2.[Cl:22][C:23]1[CH:24]=[C:25](B(O)O)[CH:26]=[C:27]([F:29])[CH:28]=1.C([O-])([O-])=O.[Na+].[Na+]. Product: [NH2:1][C:2]1[N:3]([CH3:21])[C:4](=[O:20])[C@:5]2([N:19]=1)[C:14]1[C:9](=[CH:10][CH:11]=[C:12]([C:25]3[CH:26]=[C:27]([F:29])[CH:28]=[C:23]([Cl:22])[CH:24]=3)[CH:13]=1)[CH2:8][C@@:7]([CH2:17][OH:18])([CH3:16])[CH2:6]2. The catalyst class is: 203.